From a dataset of Forward reaction prediction with 1.9M reactions from USPTO patents (1976-2016). Predict the product of the given reaction. (1) Given the reactants [O:1]=[C:2]1[CH:8]([CH2:9][C:10]([OH:12])=[O:11])[CH2:7][C:6]2[CH:13]=[CH:14][C:15]([O:17][CH2:18][CH2:19][CH2:20][N:21]([C:29]3[CH:34]=[CH:33][CH:32]=[CH:31][N:30]=3)C(OC(C)(C)C)=O)=[CH:16][C:5]=2[CH2:4][N:3]1[CH2:35][C:36]1[CH:41]=[CH:40][C:39]([C:42]([F:45])([F:44])[F:43])=[CH:38][CH:37]=1.Cl, predict the reaction product. The product is: [O:1]=[C:2]1[CH:8]([CH2:9][C:10]([OH:12])=[O:11])[CH2:7][C:6]2[CH:13]=[CH:14][C:15]([O:17][CH2:18][CH2:19][CH2:20][NH:21][C:29]3[CH:34]=[CH:33][CH:32]=[CH:31][N:30]=3)=[CH:16][C:5]=2[CH2:4][N:3]1[CH2:35][C:36]1[CH:37]=[CH:38][C:39]([C:42]([F:45])([F:43])[F:44])=[CH:40][CH:41]=1. (2) Given the reactants [CH:1]1[C:10]2[C:5](=[CH:6][CH:7]=[CH:8][CH:9]=2)[CH:4]=[CH:3][C:2]=1[C:11]1[C:19]2[C:14](=[CH:15][CH:16]=[C:17]([C:20]#[N:21])[CH:18]=2)[NH:13][N:12]=1.[N:22]([Sn](CCCC)(CCCC)CCCC)=[N+:23]=[N-:24], predict the reaction product. The product is: [CH:1]1[C:10]2[C:5](=[CH:6][CH:7]=[CH:8][CH:9]=2)[CH:4]=[CH:3][C:2]=1[C:11]1[C:19]2[C:14](=[CH:15][CH:16]=[C:17]([C:20]3[NH:24][N:23]=[N:22][N:21]=3)[CH:18]=2)[NH:13][N:12]=1. (3) Given the reactants [CH3:1][C:2]1[S:6][C:5]([CH:7]([NH:15]S(C(C)(C)C)=O)[CH2:8][C:9]2[CH:14]=[CH:13][N:12]=[CH:11][CH:10]=2)=[CH:4][CH:3]=1.Cl, predict the reaction product. The product is: [CH3:1][C:2]1[S:6][C:5]([CH:7]([NH2:15])[CH2:8][C:9]2[CH:10]=[CH:11][N:12]=[CH:13][CH:14]=2)=[CH:4][CH:3]=1.